From a dataset of Reaction yield outcomes from USPTO patents with 853,638 reactions. Predict the reaction yield, written as a fraction of the theoretical maximum amount of product (1.0 means a 100% yield; for example, 0.34 means a 34% yield). (1) The reactants are [CH3:1][O:2][CH2:3][CH:4]([NH:6][C:7]([C:9]1[CH:10]=[C:11]([C:18]2[CH:23]=[CH:22][C:21]([CH3:24])=[CH:20][CH:19]=2)[CH:12]=[C:13]([N+:15]([O-])=O)[CH:14]=1)=[O:8])[CH3:5].Cl[Sn]Cl. The catalyst is CO. The product is [CH3:1][O:2][CH2:3][CH:4]([NH:6][C:7]([C:9]1[CH:10]=[C:11]([C:18]2[CH:19]=[CH:20][C:21]([CH3:24])=[CH:22][CH:23]=2)[CH:12]=[C:13]([NH2:15])[CH:14]=1)=[O:8])[CH3:5]. The yield is 0.903. (2) The reactants are [NH2:1][C:2](=[O:17])[CH2:3][O:4][C:5]1[CH:14]=[CH:13][C:8]([C:9]([O:11][CH3:12])=[O:10])=[C:7]([O:15][CH3:16])[CH:6]=1.[Br:18]Br. The catalyst is C(Cl)(Cl)Cl. The product is [NH2:1][C:2](=[O:17])[CH2:3][O:4][C:5]1[C:14]([Br:18])=[CH:13][C:8]([C:9]([O:11][CH3:12])=[O:10])=[C:7]([O:15][CH3:16])[CH:6]=1. The yield is 0.910. (3) The reactants are [Br:1][C:2]1[CH:7]=[CH:6][C:5]([CH2:8][CH2:9][N:10]2[C:14]([CH3:15])=[CH:13][CH:12]=[C:11]2[C:16]2[CH:21]=[CH:20][C:19]([OH:22])=[CH:18][CH:17]=2)=[CH:4][CH:3]=1.O[C@@H:24]([CH2:30][C:31]1[CH:36]=[CH:35][CH:34]=[CH:33][CH:32]=1)[C:25]([O:27][CH2:28][CH3:29])=[O:26].C1(P(C2C=CC=CC=2)C2C=CC=CC=2)C=CC=CC=1.N(C(OCC)=O)=NC(OCC)=O. The catalyst is C1(C)C=CC=CC=1. The product is [Br:1][C:2]1[CH:3]=[CH:4][C:5]([CH2:8][CH2:9][N:10]2[C:14]([CH3:15])=[CH:13][CH:12]=[C:11]2[C:16]2[CH:17]=[CH:18][C:19]([O:22][C@H:24]([CH2:30][C:31]3[CH:32]=[CH:33][CH:34]=[CH:35][CH:36]=3)[C:25]([O:27][CH2:28][CH3:29])=[O:26])=[CH:20][CH:21]=2)=[CH:6][CH:7]=1. The yield is 0.540. (4) The reactants are C[O:2][C:3]([C:5]1[C:6]([C:24]2[CH:29]=[CH:28][C:27]([C:30]([OH:32])=O)=[CH:26][CH:25]=2)=[CH:7][CH:8]=[C:9]([C:11]2[S:12][CH:13]=[C:14]([C:16]3[CH:21]=[CH:20][C:19]([Cl:22])=[C:18]([Cl:23])[CH:17]=3)[N:15]=2)[CH:10]=1)=[O:4].[NH2:33][CH2:34][C:35]1[CH:36]=[N:37][CH:38]=[CH:39][CH:40]=1. No catalyst specified. The product is [Cl:23][C:18]1[CH:17]=[C:16]([C:14]2[N:15]=[C:11]([C:9]3[CH:10]=[C:5]([C:3]([OH:2])=[O:4])[C:6]([C:24]4[CH:29]=[CH:28][C:27]([C:30](=[O:32])[NH:33][CH2:34][C:35]5[CH:36]=[N:37][CH:38]=[CH:39][CH:40]=5)=[CH:26][CH:25]=4)=[CH:7][CH:8]=3)[S:12][CH:13]=2)[CH:21]=[CH:20][C:19]=1[Cl:22]. The yield is 0.730. (5) The product is [F:1][C:2]([F:7])([F:6])[C:3]([OH:5])=[O:4].[CH2:8]([S:10]([N:13]1[CH2:14][CH2:15][CH:16]([C:19]2[C:27]3[C:22](=[C:23]([C:40]([NH2:42])=[O:41])[CH:24]=[C:25]([C:28]4[CH:32]=[C:31]([CH2:33][N:34]([CH2:36][CH2:39][O:4][CH2:44][CH2:45][OH:46])[CH3:35])[S:30][CH:29]=4)[CH:26]=3)[NH:21][CH:20]=2)[CH2:17][CH2:18]1)(=[O:11])=[O:12])[CH3:9]. The reactants are [F:1][C:2]([F:7])([F:6])[C:3]([OH:5])=[O:4].[CH2:8]([S:10]([N:13]1[CH2:18][CH2:17][CH:16]([C:19]2[C:27]3[C:22](=[C:23]([C:40]([NH2:42])=[O:41])[CH:24]=[C:25]([C:28]4[CH:32]=[C:31]([CH2:33][N:34]([C@@H:36]([CH3:39])CO)[CH3:35])[S:30][CH:29]=4)[CH:26]=3)[NH:21][CH:20]=2)[CH2:15][CH2:14]1)(=[O:12])=[O:11])[CH3:9].N[C@H:44](C)[CH2:45][OH:46]. No catalyst specified. The yield is 0.387. (6) The reactants are [CH3:1][O:2][C:3](=[O:21])[C:4]1[CH:9]=[C:8]([C:10](=[O:12])[CH3:11])[C:7]([C:13]([F:16])([F:15])[F:14])=[CH:6][C:5]=1[NH:17][C:18](=[O:20])[CH3:19]. The catalyst is C1COCC1.[Pd]. The product is [CH3:1][O:2][C:3](=[O:21])[C:4]1[CH:9]=[C:8]([CH:10]([OH:12])[CH3:11])[C:7]([C:13]([F:16])([F:15])[F:14])=[CH:6][C:5]=1[NH:17][C:18](=[O:20])[CH3:19]. The yield is 0.910.